This data is from Forward reaction prediction with 1.9M reactions from USPTO patents (1976-2016). The task is: Predict the product of the given reaction. Given the reactants [S:1]1[CH2:6]CSCC1.C[O:8][S:9]([C:12]([F:15])([F:14])[F:13])(=[O:11])=[O:10].O1[CH2:20][CH2:19][CH2:18][CH2:17]1, predict the reaction product. The product is: [OH:11][S:9]([C:12]([F:15])([F:14])[F:13])(=[O:10])=[O:8].[CH3:17][CH:18]1[CH2:19][CH2:20][CH2:6][S:1][S:9]1.